Dataset: NCI-60 drug combinations with 297,098 pairs across 59 cell lines. Task: Regression. Given two drug SMILES strings and cell line genomic features, predict the synergy score measuring deviation from expected non-interaction effect. (1) Drug 1: CNC(=O)C1=NC=CC(=C1)OC2=CC=C(C=C2)NC(=O)NC3=CC(=C(C=C3)Cl)C(F)(F)F. Drug 2: C1=NNC2=C1C(=O)NC=N2. Cell line: OVCAR-8. Synergy scores: CSS=-2.10, Synergy_ZIP=0.940, Synergy_Bliss=0.0149, Synergy_Loewe=-3.82, Synergy_HSA=-2.76. (2) Drug 1: CC12CCC3C(C1CCC2=O)CC(=C)C4=CC(=O)C=CC34C. Drug 2: C1=CC=C(C=C1)NC(=O)CCCCCCC(=O)NO. Cell line: RXF 393. Synergy scores: CSS=37.7, Synergy_ZIP=0.677, Synergy_Bliss=4.62, Synergy_Loewe=3.32, Synergy_HSA=5.32.